From a dataset of NCI-60 drug combinations with 297,098 pairs across 59 cell lines. Regression. Given two drug SMILES strings and cell line genomic features, predict the synergy score measuring deviation from expected non-interaction effect. Drug 1: CN1C(=O)N2C=NC(=C2N=N1)C(=O)N. Drug 2: CC1=C(C=C(C=C1)C(=O)NC2=CC(=CC(=C2)C(F)(F)F)N3C=C(N=C3)C)NC4=NC=CC(=N4)C5=CN=CC=C5. Cell line: DU-145. Synergy scores: CSS=-0.0855, Synergy_ZIP=0.414, Synergy_Bliss=-1.52, Synergy_Loewe=-2.64, Synergy_HSA=-2.32.